Task: Predict the reaction yield, written as a fraction of the theoretical maximum amount of product (1.0 means a 100% yield; for example, 0.34 means a 34% yield).. Dataset: Reaction yield outcomes from USPTO patents with 853,638 reactions (1) The reactants are [CH3:1][O:2][C:3]1[CH:4]=[C:5]([C:11]2[CH2:15][CH:14]([CH2:16][CH2:17][CH:18]=O)[O:13][N:12]=2)[CH:6]=[CH:7][C:8]=1[O:9][CH3:10].Cl.[CH3:21][O:22][C:23]1[CH:28]=[CH:27][CH:26]=[CH:25][C:24]=1[N:29]1[CH2:34][CH2:33][NH:32][CH2:31][CH2:30]1.[BH-](OC(C)=O)(OC(C)=O)OC(C)=O.[Na+].C(N(C(C)C)CC)(C)C. The catalyst is C(Cl)Cl. The product is [CH3:1][O:2][C:3]1[CH:4]=[C:5]([C:11]2[CH2:15][CH:14]([CH2:16][CH2:17][CH2:18][N:32]3[CH2:31][CH2:30][N:29]([C:24]4[CH:25]=[CH:26][CH:27]=[CH:28][C:23]=4[O:22][CH3:21])[CH2:34][CH2:33]3)[O:13][N:12]=2)[CH:6]=[CH:7][C:8]=1[O:9][CH3:10]. The yield is 0.600. (2) The reactants are [NH:1]([C:17]([O:19][C:20]([CH3:23])([CH3:22])[CH3:21])=[O:18])[C@H:2]([C:14]([OH:16])=[O:15])[CH2:3][C:4](=[O:13])[O:5][CH2:6][C:7]1[CH:12]=[CH:11][CH:10]=[CH:9][CH:8]=1.[C:24]([O-])([O-])=O.[K+].[K+].CI. The yield is 0.980. The catalyst is CN(C=O)C. The product is [NH:1]([C:17]([O:19][C:20]([CH3:23])([CH3:22])[CH3:21])=[O:18])[C@H:2]([C:14]([O:16][CH3:24])=[O:15])[CH2:3][C:4](=[O:13])[O:5][CH2:6][C:7]1[CH:12]=[CH:11][CH:10]=[CH:9][CH:8]=1. (3) The reactants are Br.[Cl:2][C:3]1[CH:8]=[CH:7][C:6]([OH:9])=[C:5]([CH:10]2[CH2:15][CH2:14][NH:13][CH2:12][CH2:11]2)[CH:4]=1.C(N(C(C)C)C(C)C)C.[C:25](O[C:25]([O:27][C:28]([CH3:31])([CH3:30])[CH3:29])=[O:26])([O:27][C:28]([CH3:31])([CH3:30])[CH3:29])=[O:26].O. The catalyst is ClCCl. The product is [C:28]([O:27][C:25]([N:13]1[CH2:12][CH2:11][CH:10]([C:5]2[CH:4]=[C:3]([Cl:2])[CH:8]=[CH:7][C:6]=2[OH:9])[CH2:15][CH2:14]1)=[O:26])([CH3:31])([CH3:30])[CH3:29]. The yield is 1.00. (4) The catalyst is CN(C=O)C. The reactants are OC(C(F)(F)F)=O.[C@H:8]12[CH2:14][C@H:11]([NH:12][CH2:13]1)[CH2:10][N:9]2[C:15]([C:17]1[CH:18]=[C:19]([CH:32]=[CH:33][C:34]=1[F:35])[CH2:20][C:21]1[C:30]2[C:25](=[CH:26][CH:27]=[CH:28][CH:29]=2)[C:24](=[O:31])[NH:23][N:22]=1)=[O:16].[O:36]1[CH:40]=[CH:39][CH:38]=[C:37]1[C:41](=[O:45])[C:42](O)=[O:43].CCN(C(C)C)C(C)C.CN(C(ON1N=NC2C=CC=NC1=2)=[N+](C)C)C.F[P-](F)(F)(F)(F)F. The yield is 0.505. The product is [F:35][C:34]1[CH:33]=[CH:32][C:19]([CH2:20][C:21]2[C:30]3[C:25](=[CH:26][CH:27]=[CH:28][CH:29]=3)[C:24](=[O:31])[NH:23][N:22]=2)=[CH:18][C:17]=1[C:15]([N:9]1[CH2:10][C@@H:11]2[CH2:14][C@H:8]1[CH2:13][N:12]2[C:42](=[O:43])[C:41]([C:37]1[O:36][CH:40]=[CH:39][CH:38]=1)=[O:45])=[O:16].